This data is from Reaction yield outcomes from USPTO patents with 853,638 reactions. The task is: Predict the reaction yield, written as a fraction of the theoretical maximum amount of product (1.0 means a 100% yield; for example, 0.34 means a 34% yield). (1) The reactants are [F:1][C:2]1[CH:3]=[C:4]([CH:6]=[CH:7][C:8]=1[CH3:9])[NH2:5].Cl[CH2:11][CH2:12][C:13](Cl)=[O:14].C([O-])([O-])=O.[K+].[K+].[Al+3].[Cl-].[Cl-].[Cl-].Cl. The catalyst is CC#N. The product is [F:1][C:2]1[CH:3]=[C:4]2[C:6]([CH2:11][CH2:12][C:13](=[O:14])[NH:5]2)=[CH:7][C:8]=1[CH3:9]. The yield is 0.110. (2) The reactants are Cl.C([O:9][C:10]1[CH:19]=[C:18]2[C:13]([C:14]([NH:20][C:21]3[CH:22]=[C:23]4[C:27](=[CH:28][CH:29]=3)[NH:26][C:25]([CH3:30])=[CH:24]4)=[N:15][CH:16]=[N:17]2)=[CH:12][C:11]=1[O:31][CH3:32])C1C=CC=CC=1.C([O-])=O.[NH4+]. No catalyst specified. The product is [OH:9][C:10]1[CH:19]=[C:18]2[C:13]([C:14]([NH:20][C:21]3[CH:22]=[C:23]4[C:27](=[CH:28][CH:29]=3)[NH:26][C:25]([CH3:30])=[CH:24]4)=[N:15][CH:16]=[N:17]2)=[CH:12][C:11]=1[O:31][CH3:32]. The yield is 0.930. (3) The reactants are C1(P(=O)(C2C=CC=CC=2)C2C=CC=CC=2)C=CC=CC=1.FC(F)(F)S(OS(C(F)(F)F)(=O)=O)(=O)=O.C([S:43][CH:44]([CH2:73][N:74]1[CH2:79][CH2:78][O:77][CH2:76][CH2:75]1)[CH2:45][NH:46][C:47]([C:49]1[NH:50][C:51]2[C:56]([CH:57]=1)=[CH:55][C:54]([O:58][C:59]([F:62])([F:61])[F:60])=[CH:53][C:52]=2[N:63]([CH3:72])[S:64]([C:67]1[S:68][CH:69]=[CH:70][CH:71]=1)(=[O:66])=[O:65])=O)C1C=CC=CC=1.CSC. The catalyst is ClCCl.O. The product is [CH3:72][N:63]([C:52]1[CH:53]=[C:54]([O:58][C:59]([F:62])([F:60])[F:61])[CH:55]=[C:56]2[C:51]=1[NH:50][C:49]([C:47]1[S:43][CH:44]([CH2:73][N:74]3[CH2:79][CH2:78][O:77][CH2:76][CH2:75]3)[CH2:45][N:46]=1)=[CH:57]2)[S:64]([C:67]1[S:68][CH:69]=[CH:70][CH:71]=1)(=[O:65])=[O:66]. The yield is 0.440. (4) The reactants are [C:12]([O:11][C:9](O[C:9]([O:11][C:12]([CH3:15])([CH3:14])[CH3:13])=[O:10])=[O:10])([CH3:15])([CH3:14])[CH3:13].[C:16](#[N:18])[CH3:17]. The catalyst is CN(C)C1C=CN=CC=1. The product is [O:11]=[C:12]1[N:18]([C:9]([O:11][C:12]([CH3:13])([CH3:14])[CH3:15])=[O:10])[C@H:16]([C:9]([O:11][CH2:12][CH3:13])=[O:10])[CH2:17][CH2:13]1. The yield is 1.00. (5) The reactants are [Cl:1][C:2]1[CH:3]=[C:4]([NH2:16])[CH:5]=[CH:6][C:7]=1[O:8][C:9]1[CH:14]=[CH:13][N:12]=[C:11](Cl)[CH:10]=1.[CH3:17][N:18]1[CH:22]=[C:21](B2OC(C)(C)C(C)(C)O2)[CH:20]=[N:19]1.C([O-])([O-])=O.[K+].[K+].O. The catalyst is COCCOC.C1C=CC([P]([Pd]([P](C2C=CC=CC=2)(C2C=CC=CC=2)C2C=CC=CC=2)([P](C2C=CC=CC=2)(C2C=CC=CC=2)C2C=CC=CC=2)[P](C2C=CC=CC=2)(C2C=CC=CC=2)C2C=CC=CC=2)(C2C=CC=CC=2)C2C=CC=CC=2)=CC=1. The product is [Cl:1][C:2]1[CH:3]=[C:4]([NH2:16])[CH:5]=[CH:6][C:7]=1[O:8][C:9]1[CH:14]=[CH:13][N:12]=[C:11]([C:21]2[CH:20]=[N:19][N:18]([CH3:17])[CH:22]=2)[CH:10]=1. The yield is 0.830. (6) The catalyst is O. The reactants are [H-].[Na+].[CH:3]([O:5][CH2:6][CH3:7])=[O:4].C([O:10][CH:11](OCC)[CH2:12][C:13](OCC)=[O:14])C. The product is [CH:11]([CH:12]([CH:13]=[O:14])[C:3]([O:5][CH2:6][CH3:7])=[O:4])=[O:10]. The yield is 0.742. (7) The reactants are [C:1]1([C:7](=O)[CH2:8][CH:9]([C:12]#[N:13])[C:10]#[N:11])[CH:6]=[CH:5][CH:4]=[CH:3][CH:2]=1.[C:15]([OH:19])(=[O:18])[CH2:16][SH:17]. The catalyst is CO. The product is [C:10]([C:9]1[CH:8]=[C:7]([C:1]2[CH:6]=[CH:5][CH:4]=[CH:3][CH:2]=2)[NH:13][C:12]=1[S:17][CH2:16][C:15]([OH:19])=[O:18])#[N:11]. The yield is 0.600.